Dataset: Full USPTO retrosynthesis dataset with 1.9M reactions from patents (1976-2016). Task: Predict the reactants needed to synthesize the given product. (1) Given the product [C:16]([O:15][C@H:9]1[C@H:10]([O:11][C:12](=[O:14])[CH3:13])[C@H:5]([O:4][C:1](=[O:3])[CH3:2])[C@H:6]([CH2:34][O:35][C:36](=[O:38])[CH3:37])[O:7][C@@H:8]1[O:19]/[C:20](/[C:29]([O:31][CH2:32][CH3:33])=[O:30])=[CH:21]\[C:22]1[CH:27]=[C:26]([C:47]2[CH:46]=[CH:52][CH:51]=[CH:50][CH:61]=2)[CH:25]=[CH:24][CH:23]=1)(=[O:18])[CH3:17], predict the reactants needed to synthesize it. The reactants are: [C:1]([O:4][C@@H:5]1[C@@H:10]([O:11][C:12](=[O:14])[CH3:13])[C@H:9]([O:15][C:16](=[O:18])[CH3:17])[C@@H:8]([O:19]/[C:20](/[C:29]([O:31][CH2:32][CH3:33])=[O:30])=[CH:21]\[C:22]2[CH:27]=[CH:26][CH:25]=[CH:24][C:23]=2F)[O:7][C@H:6]1[CH2:34][O:35][C:36](=[O:38])[CH3:37])(=[O:3])[CH3:2].[H-].[Na+].[Br-].C(O[C@@H:46]1[C@@H:52](OC(=O)C)[C@@H:51](OC(=O)C)[C@@H:50]([CH2:61]OC(=O)C)O[C@@H:47]1O)(=O)C. (2) Given the product [Cl:31][C:32]1[CH:37]=[C:36]([Cl:38])[CH:35]=[CH:34][C:33]=1[C:39]1[C:44]([C:45]2[NH:49][CH:48]=[CH:47][N:46]=2)=[CH:43][N:42]=[C:41]([NH:50][CH2:51][CH2:52][NH:53][C:24]2[CH:29]=[C:28]([Cl:30])[N:27]=[CH:26][N:25]=2)[N:40]=1, predict the reactants needed to synthesize it. The reactants are: ClC1C=C(Cl)C=CC=1C1C(N2C=CN=C2)=CN=C(CCN)N=1.Cl[C:24]1[CH:29]=[C:28]([Cl:30])[N:27]=[CH:26][N:25]=1.[Cl:31][C:32]1[CH:37]=[C:36]([Cl:38])[CH:35]=[CH:34][C:33]=1[C:39]1[C:44]([C:45]2[NH:46][CH:47]=[CH:48][N:49]=2)=[CH:43][N:42]=[C:41]([NH:50][CH2:51][CH2:52][NH:53]C2C=CC([N+]([O-])=O)=C(OC)N=2)[N:40]=1. (3) Given the product [F:23][C:21]1[C:20]([F:24])=[CH:19][C:17]2=[N:18][N:14]([CH2:10][CH2:11][C:12]#[C:13][C:2]3[CH:7]=[CH:6][CH:5]=[C:4]([CH2:8][F:9])[N:3]=3)[N:15]=[C:16]2[CH:22]=1, predict the reactants needed to synthesize it. The reactants are: Br[C:2]1[CH:7]=[CH:6][CH:5]=[C:4]([CH2:8][F:9])[N:3]=1.[CH2:10]([N:14]1[N:18]=[C:17]2[CH:19]=[C:20]([F:24])[C:21]([F:23])=[CH:22][C:16]2=[N:15]1)[CH2:11][C:12]#[CH:13]. (4) Given the product [CH2:4]([C:5]1[N:1]([C:3]2[N:8]=[C:7]([CH3:9])[N:6]=[C:5]([N:10]3[CH2:11][CH:12]([C:14]4[N:18]([CH3:19])[C:17]5[CH:20]=[CH:21][CH:22]=[CH:23][C:16]=5[N:15]=4)[CH2:13]3)[CH:4]=2)[N:2]=[C:7]([CH3:9])[N:6]=1)[CH3:3], predict the reactants needed to synthesize it. The reactants are: [NH:1]([C:3]1[N:8]=[C:7]([CH3:9])[N:6]=[C:5]([N:10]2[CH2:13][CH:12]([C:14]3[N:18]([CH3:19])[C:17]4[CH:20]=[CH:21][CH:22]=[CH:23][C:16]=4[N:15]=3)[CH2:11]2)[CH:4]=1)[NH2:2]. (5) Given the product [OH:8][C:9]1[CH:10]=[C:11]([C:15]2[CH:16]=[C:17]3[C:22](=[CH:23][CH:24]=2)[C:21](=[O:25])[CH2:20][CH2:19][CH2:18]3)[CH:12]=[CH:13][CH:14]=1, predict the reactants needed to synthesize it. The reactants are: C([O:8][C:9]1[CH:10]=[C:11]([C:15]2[CH:16]=[C:17]3[C:22](=[CH:23][CH:24]=2)[C:21](=[O:25])[CH2:20][CH2:19][CH2:18]3)[CH:12]=[CH:13][CH:14]=1)C1C=CC=CC=1.Cl.CC#N.